This data is from Full USPTO retrosynthesis dataset with 1.9M reactions from patents (1976-2016). The task is: Predict the reactants needed to synthesize the given product. (1) Given the product [ClH:19].[N:1]1[N:2]=[CH:3][N:4]([CH:6]2[C@@H:7]3[C@H:11]2[CH2:10][NH:9][CH2:8]3)[CH:5]=1, predict the reactants needed to synthesize it. The reactants are: [N:1]1[N:2]=[CH:3][N:4]([CH:6]2[C@@H:11]3[C@H:7]2[CH2:8][N:9](C(OC(C)(C)C)=O)[CH2:10]3)[CH:5]=1.[ClH:19]. (2) Given the product [NH2:50][C:48](=[O:49])[CH2:47][CH2:46][NH:45][C:41]([CH:38]1[CH2:37][CH2:36][N:35]([CH2:34][C@H:10]2[N:11]([C:14]([C:16]3[CH:20]=[C:19]([CH3:21])[N:69]([C:67]4[CH:68]=[CH:63][CH:64]=[CH:65][CH:66]=4)[C:17]=3[C:28]3[CH:33]=[CH:32][CH:31]=[CH:30][CH:29]=3)=[O:15])[CH2:12][CH2:13][N:8]([C:6]([O:5][C:1]([CH3:2])([CH3:3])[CH3:4])=[O:7])[CH2:9]2)[CH2:40][CH2:39]1)=[O:42], predict the reactants needed to synthesize it. The reactants are: [C:1]([O:5][C:6]([N:8]1[CH2:13][CH2:12][N:11]([C:14]([C:16]2[CH:20]=[C:19]([CH3:21])N(C3C=CC=CC=3)[C:17]=2[C:28]2[CH:33]=[CH:32][CH:31]=[CH:30][CH:29]=2)=[O:15])[C@H:10]([CH2:34][N:35]2[CH2:40][CH2:39][CH:38]([C:41](O)=[O:42])[CH2:37][CH2:36]2)[CH2:9]1)=[O:7])([CH3:4])([CH3:3])[CH3:2].Cl.[NH2:45][CH2:46][CH2:47][C:48]([NH2:50])=[O:49].CCN=C=NCCCN(C)C.Cl.[CH:63]1[CH:64]=[CH:65][C:66]2N(O)N=[N:69][C:67]=2[CH:68]=1.C(=O)(O)[O-].[Na+]. (3) Given the product [CH2:21]([O:16][C:13]([CH3:12])=[C:4]([N+:1]([O-:3])=[O:2])[C:5]([O:7][CH2:8][CH3:9])=[O:6])[CH3:22], predict the reactants needed to synthesize it. The reactants are: [N+:1]([CH2:4][C:5]([O:7][CH2:8][CH3:9])=[O:6])([O-:3])=[O:2].C([C:12](CC)(CC)[C:13]([O-:16])([O-])[O-])C.[CH2:21](O)[CH3:22].